Dataset: Catalyst prediction with 721,799 reactions and 888 catalyst types from USPTO. Task: Predict which catalyst facilitates the given reaction. Reactant: [F:1][C:2]([F:11])([F:10])[CH2:3][C:4]([CH3:9])([CH3:8])[C:5](O)=[O:6].O=S(Cl)Cl.[F:16][C:17]1[CH:18]=[C:19]([C@@:30]([C:39]2[CH:44]=[CH:43][C:42]([F:45])=[CH:41][CH:40]=2)([NH2:38])[CH2:31][C:32]2[CH:37]=[CH:36][CH:35]=[CH:34][CH:33]=2)[CH:20]=[C:21]([O:23][C:24]([F:29])([F:28])[CH:25]([F:27])[F:26])[CH:22]=1. Product: [F:1][C:2]([F:11])([F:10])[CH2:3][C:4]([CH3:9])([CH3:8])[C:5]([NH:38][C@@:30]([C:19]1[CH:20]=[C:21]([O:23][C:24]([F:29])([F:28])[CH:25]([F:27])[F:26])[CH:22]=[C:17]([F:16])[CH:18]=1)([C:39]1[CH:40]=[CH:41][C:42]([F:45])=[CH:43][CH:44]=1)[CH2:31][C:32]1[CH:33]=[CH:34][CH:35]=[CH:36][CH:37]=1)=[O:6]. The catalyst class is: 26.